Dataset: Full USPTO retrosynthesis dataset with 1.9M reactions from patents (1976-2016). Task: Predict the reactants needed to synthesize the given product. (1) Given the product [F:39][C:38]([F:41])([F:40])[C:36]([OH:42])=[O:37].[F:39][C:38]([F:41])([F:40])[C:36]([OH:42])=[O:37].[N:1]1[N:2]=[C:3]([C:10]2[CH:19]=[CH:18][C:17]3[C:12](=[C:13]([N:21]4[CH2:26][CH2:25][CH:24]([CH2:27][NH2:28])[CH2:23][CH2:22]4)[CH:14]=[C:15]([F:20])[CH:16]=3)[N:11]=2)[N:4]2[CH:9]=[CH:8][CH:7]=[CH:6][C:5]=12, predict the reactants needed to synthesize it. The reactants are: [N:1]1[N:2]=[C:3]([C:10]2[CH:19]=[CH:18][C:17]3[C:12](=[C:13]([N:21]4[CH2:26][CH2:25][CH:24]([CH2:27][NH:28]C(=O)OC(C)(C)C)[CH2:23][CH2:22]4)[CH:14]=[C:15]([F:20])[CH:16]=3)[N:11]=2)[N:4]2[CH:9]=[CH:8][CH:7]=[CH:6][C:5]=12.[C:36]([OH:42])([C:38]([F:41])([F:40])[F:39])=[O:37]. (2) Given the product [C:27]([C:24]1[CH:25]=[CH:26][C:17]([N:6]2[CH2:7][C@@H:2]([CH3:1])[CH2:3][C@@H:4]([NH:8][C:9](=[O:15])[O:10][C:11]([CH3:14])([CH3:13])[CH3:12])[CH2:5]2)=[C:18]2[C:23]=1[N:22]=[CH:21][CH:20]=[CH:19]2)#[N:28], predict the reactants needed to synthesize it. The reactants are: [CH3:1][C@@H:2]1[CH2:7][NH:6][CH2:5][C@H:4]([NH:8][C:9](=[O:15])[O:10][C:11]([CH3:14])([CH3:13])[CH3:12])[CH2:3]1.Br[C:17]1[CH:26]=[CH:25][C:24]([C:27]#[N:28])=[C:23]2[C:18]=1[CH:19]=[CH:20][CH:21]=[N:22]2.CCN(C(C)C)C(C)C.